Task: Binary Classification. Given a miRNA mature sequence and a target amino acid sequence, predict their likelihood of interaction.. Dataset: Experimentally validated miRNA-target interactions with 360,000+ pairs, plus equal number of negative samples (1) The protein sequence of the target gene is MPTQLEMAMDTMIRIFHRYSGKERKRFKLSKGELKLLLQRELTEFLSCQKETQLVDKIVQDLDANKDNEVDFNEFVVMVAALTVACNDYFVEQLKKKGK. The miRNA is hsa-miR-302a-5p with sequence ACUUAAACGUGGAUGUACUUGCU. Result: 0 (no interaction). (2) The miRNA is hsa-miR-6836-5p with sequence CGCAGGGCCCUGGCGCAGGCAU. The protein sequence of the target gene is MPTPSAPSPQPKGFRRAVSEQDAKQAEAVTSPRFIGRRQSLIEDARKEREAAAAAAAAAVASSEPGNPLEAVVFEERDGNAVLNLLFSLRGTKPSSLSRAVKVFETFEAKIHHLETRPAQRPLAGSPHLEYFVRFEVPSGDLAALLSSVRRVSDDVRSAREDKVPWFPRKVSELDKCHHLVTKFDPDLDLDHPGFSDQVYRQRRKLIAEIAFQYKHGEPIPHVEYTAEEIATWKEVYVTLKGLYATHACREHLEGFQLLERYCGYREDSIPQLEDVSRFLKERTGFQLRPVAGLLSARDF.... Result: 0 (no interaction). (3) The miRNA is mmu-miR-599 with sequence UUGUGUCAGUUUAUCAAAC. The protein sequence of the target gene is MEKVPGDMEIERRERSEELSEAERKAVQATWARLYANCEDVGVAILVRFFVNFPSAKQYFSQFRHMEDPLEMERSPQLRKHACRVMGALNTVVENLHDPDKVSSVLALVGKAHALKHKVEPMYFKILSGVILEVIAEEFANDFPVETQKAWAKLRGLIYSHVTAAYKEVGWVQQVPNTTTPPATLPSSGP. Result: 0 (no interaction). (4) The miRNA is hsa-miR-223-3p with sequence UGUCAGUUUGUCAAAUACCCCA. The protein sequence of the target gene is MLAVPEMGLQGLYIGSSPERSPVPSPPGSPRTQESCGIAPLTPSQSPKPEVRAPQQASFSVVVAIDFGTTSSGYAFSFASDPEAIHMMRKWEGGDPGVAHQKTPTCLLLTPEGAFHSFGYTARDYYHDLDPEEARDWLYFEKFKMKIHSATDLTLKTQLEAVNGKTMPALEVFAHALRFFREHALQELREQSPSLPEKDTVRWVLTVPAIWKQPAKQFMREAAYLAGLVSRENAEQLLIALEPEAASVYCRKLRLHQLLDLSGRAPGGGRLGERRSIDSSFRQAREQLRRSRHSRTFLVE.... Result: 0 (no interaction). (5) The miRNA is hsa-miR-557 with sequence GUUUGCACGGGUGGGCCUUGUCU. The protein sequence of the target gene is MASLLAKDTYLQDLAKKICAQPGPERQRSTWGVRTKGSEAAGAPKKKRKKTQKKSPEQEQKAMDHKTKALGKKPPTSSRPKNPMVSKQEKGLSSLGSPKDSQGTARESVFALDFLRQRLHEKIQLARGQGSTKELSAATLEKRQRRKQERERKKRKRKERQAKQQVAEAEKKEEPVEVTPKMACKELQESGLIFNKVEVTEEEPASKAQRKKEKRQKVKGNLTPLTGRNYRQLLDRLQARQGRLDELRDQDAAKAQELEAKMKWTNLLYKAEGVKIRDDERLLQEALKRKEKRRAQRQRK.... Result: 0 (no interaction). (6) The miRNA is hsa-miR-30b-3p with sequence CUGGGAGGUGGAUGUUUACUUC. The protein sequence of the target gene is MTYAYLFKYIIIGDTGVGKSCLLLQFTDKRFQPVHDLTIGVEFGARMVNIDGKQIKLQIWDTAGQESFRSITRSYYRGAAGALLVYDITRRETFNHLTSWLEDARQHSSSNMVIMLIGNKSDLESRRDVKREEGEAFAREHGLIFMETSAKTACNVEEAFINTAKEIYRKIQQGLFDVHNEANGIKIGPQQSISTSVGPSASQRNSRDIGSNSGCC. Result: 1 (interaction).